This data is from Full USPTO retrosynthesis dataset with 1.9M reactions from patents (1976-2016). The task is: Predict the reactants needed to synthesize the given product. Given the product [C:1]([O:5][C:6](=[O:26])[NH:7][C:8]1[S:9][C:10]2[CH:16]=[C:15]([CH:17]([C:31]3[CH:32]=[CH:33][C:28]([F:27])=[CH:29][CH:30]=3)[OH:18])[CH:14]=[C:13]([C:19]3[CH:24]=[CH:23][CH:22]=[C:21]([Br:25])[CH:20]=3)[C:11]=2[N:12]=1)([CH3:4])([CH3:2])[CH3:3], predict the reactants needed to synthesize it. The reactants are: [C:1]([O:5][C:6](=[O:26])[NH:7][C:8]1[S:9][C:10]2[CH:16]=[C:15]([CH:17]=[O:18])[CH:14]=[C:13]([C:19]3[CH:24]=[CH:23][CH:22]=[C:21]([Br:25])[CH:20]=3)[C:11]=2[N:12]=1)([CH3:4])([CH3:3])[CH3:2].[F:27][C:28]1[CH:33]=[CH:32][C:31]([Mg]Br)=[CH:30][CH:29]=1.[NH4+].[Cl-].